This data is from Reaction yield outcomes from USPTO patents with 853,638 reactions. The task is: Predict the reaction yield, written as a fraction of the theoretical maximum amount of product (1.0 means a 100% yield; for example, 0.34 means a 34% yield). (1) No catalyst specified. The product is [C:1]([O:5][C:6]([NH:8][C@H:9]1[C@@:14]([OH:15])([CH3:27])[C@@H:13]([CH3:16])[CH2:12][N:11]([C:17]([O:19][CH2:20][C:21]2[CH:22]=[CH:23][CH:24]=[CH:25][CH:26]=2)=[O:18])[CH2:10]1)=[O:7])([CH3:2])([CH3:3])[CH3:4]. The yield is 0.170. The reactants are [C:1]([O:5][C:6]([NH:8][C@H:9]1[C:14](=[O:15])[C@@H:13]([CH3:16])[CH2:12][N:11]([C:17]([O:19][CH2:20][C:21]2[CH:26]=[CH:25][CH:24]=[CH:23][CH:22]=2)=[O:18])[CH2:10]1)=[O:7])([CH3:4])([CH3:3])[CH3:2].[CH2:27]1COCC1.C[Mg]Cl. (2) The reactants are O.[O:2]=[CH:3][C@@H:4]([C@@H:6]([C@H:8]([C@H:10]([CH3:12])[OH:11])[OH:9])[OH:7])[OH:5].C(S)CCS.[OH-].[Na+]. The catalyst is Cl. The product is [O:2]=[CH:3][C@@H:4]([C@@H:6]([C@H:8]([C@H:10]([CH3:12])[OH:11])[OH:9])[OH:7])[OH:5]. The yield is 0.950. (3) The reactants are Cl[C:2]1[N:7]=[C:6]([C:8]2[S:12][C:11]([CH:13]([CH3:15])[CH3:14])=[N:10][C:9]=2[C:16]2[CH:17]=[CH:18][C:19]([F:34])=[C:20]([NH:22][S:23]([C:26]3[CH:31]=[C:30]([F:32])[CH:29]=[CH:28][C:27]=3[F:33])(=[O:25])=[O:24])[CH:21]=2)[CH:5]=[CH:4][N:3]=1.[CH3:35][NH2:36].C1COCC1. No catalyst specified. The product is [F:33][C:27]1[CH:28]=[CH:29][C:30]([F:32])=[CH:31][C:26]=1[S:23]([NH:22][C:20]1[CH:21]=[C:16]([C:9]2[N:10]=[C:11]([CH:13]([CH3:15])[CH3:14])[S:12][C:8]=2[C:6]2[CH:5]=[CH:4][N:3]=[C:2]([NH:36][CH3:35])[N:7]=2)[CH:17]=[CH:18][C:19]=1[F:34])(=[O:25])=[O:24]. The yield is 0.830. (4) The reactants are [NH2:1][C:2]12[C:20](=[O:21])[C:19]3[C:14](=[CH:15][CH:16]=[CH:17][CH:18]=3)[C:3]1([OH:22])[O:4][C:5]1[CH:10]=[C:9]([CH:11]([CH3:13])[CH3:12])[CH:8]=[CH:7][C:6]=12.[S-:23][C:24]#[N:25].[K+].Cl.O. The catalyst is CC(C)=O.O.C(OCC)(=O)C. The product is [OH:22][C:3]12[C:14]3[C:19](=[CH:18][CH:17]=[CH:16][CH:15]=3)[C:20](=[O:21])[C:2]1([NH:1][C:24]([NH2:25])=[S:23])[C:6]1[CH:7]=[CH:8][C:9]([CH:11]([CH3:13])[CH3:12])=[CH:10][C:5]=1[O:4]2. The yield is 0.750. (5) The reactants are O[CH2:2][C@@H:3]([CH3:16])[CH2:4][N:5]1[C:10]2[CH:11]=[CH:12][CH:13]=[CH:14][C:9]=2[S:8][CH2:7][C:6]1=[O:15].C1(P(C2C=CC=CC=2)C2C=CC=CC=2)C=CC=CC=1.N1C=CN=C1.[I:41]I. The product is [I:41][CH2:2][C@@H:3]([CH3:16])[CH2:4][N:5]1[C:10]2[CH:11]=[CH:12][CH:13]=[CH:14][C:9]=2[S:8][CH2:7][C:6]1=[O:15]. The catalyst is C(Cl)(Cl)Cl. The yield is 0.750. (6) The reactants are [F:1][B-](F)(F)F.[OH:6][C:7]1[CH:8]=[C:9]2[C:14](=[CH:15][CH:16]=1)[C:13]([N+]#N)=[CH:12][CH:11]=[CH:10]2. The catalyst is C1(C)C=CC=CC=1. The product is [F:1][C:13]1[CH:12]=[CH:11][CH:10]=[C:9]2[C:14]=1[CH:15]=[CH:16][C:7]([OH:6])=[CH:8]2. The yield is 0.380. (7) The reactants are [H-].[Na+].[C:3]1([CH:10]=[CH:9][C:7]([OH:8])=[CH:6][CH:5]=1)[OH:4].[CH3:11][O:12][CH2:13]Cl.[CH2:15]([O:17][CH2:18]C)C. The yield is 0.630. The product is [CH3:11][O:12][CH2:13][O:4][C:3]1[CH:10]=[CH:9][C:7]([O:8][CH2:15][O:17][CH3:18])=[CH:6][CH:5]=1. The catalyst is CN(C=O)C. (8) The reactants are [NH2:1][C:2]1[CH:7]=[CH:6][C:5]([C:8]#[C:9][C:10]2[N:11]([CH2:23][CH3:24])[C:12]3[C:17]([C:18]=2[C:19]#[N:20])=[CH:16][CH:15]=[C:14]([O:21][CH3:22])[CH:13]=3)=[CH:4][CH:3]=1.[CH3:25][S:26](Cl)(=[O:28])=[O:27]. The catalyst is N1C=CC=CC=1.C(OCC)(=O)C. The product is [C:19]([C:18]1[C:17]2[C:12](=[CH:13][C:14]([O:21][CH3:22])=[CH:15][CH:16]=2)[N:11]([CH2:23][CH3:24])[C:10]=1[C:9]#[C:8][C:5]1[CH:6]=[CH:7][C:2]([NH:1][S:26]([CH3:25])(=[O:28])=[O:27])=[CH:3][CH:4]=1)#[N:20]. The yield is 0.920.